From a dataset of Retrosynthesis with 50K atom-mapped reactions and 10 reaction types from USPTO. Predict the reactants needed to synthesize the given product. (1) Given the product COc1ccc2c(Nc3ccccn3)nc(Nc3cc(C)[nH]n3)cc2c1, predict the reactants needed to synthesize it. The reactants are: COc1ccc2c(Cl)nc(Nc3cc(C)[nH]n3)cc2c1.Nc1ccccn1. (2) Given the product COCCCN1C(=O)C(C)(C)Oc2ccc(CO)cc21, predict the reactants needed to synthesize it. The reactants are: CC1(C)Oc2ccc(CO)cc2NC1=O.COCCCCl. (3) Given the product Cc1ccc(NCCCC#N)cc1, predict the reactants needed to synthesize it. The reactants are: Cc1ccc(N)cc1.N#CCCCBr. (4) Given the product CC(C)C[C@@H](NC(=O)c1ccc(N2CC(F)(F)C2)c(OCC2CC2)n1)c1cccnn1, predict the reactants needed to synthesize it. The reactants are: CC(C)CC(N)c1cccnn1.O=C(O)c1ccc(N2CC(F)(F)C2)c(OCC2CC2)n1.